Dataset: Reaction yield outcomes from USPTO patents with 853,638 reactions. Task: Predict the reaction yield, written as a fraction of the theoretical maximum amount of product (1.0 means a 100% yield; for example, 0.34 means a 34% yield). The catalyst is [Pd].CCO. The reactants are [CH3:1][N:2]1[CH2:7][CH:6]=[C:5]([C:8]2[CH:9]=[CH:10][C:11]([O:15][C:16]([F:19])([F:18])[F:17])=[C:12]([NH2:14])[CH:13]=2)[CH2:4][CH2:3]1. The yield is 0.560. The product is [CH3:1][N:2]1[CH2:7][CH2:6][CH:5]([C:8]2[CH:9]=[CH:10][C:11]([O:15][C:16]([F:17])([F:18])[F:19])=[C:12]([NH2:14])[CH:13]=2)[CH2:4][CH2:3]1.